This data is from Full USPTO retrosynthesis dataset with 1.9M reactions from patents (1976-2016). The task is: Predict the reactants needed to synthesize the given product. (1) Given the product [Br:26][C:5]1[CH:4]=[N:3][N:2]([CH3:1])[C:6]=1[CH:7]1[CH2:11][CH2:10][N:9]([C:12]([O:14][C:15]([CH3:18])([CH3:17])[CH3:16])=[O:13])[CH2:8]1, predict the reactants needed to synthesize it. The reactants are: [CH3:1][N:2]1[C:6]([CH:7]2[CH2:11][CH2:10][N:9]([C:12]([O:14][C:15]([CH3:18])([CH3:17])[CH3:16])=[O:13])[CH2:8]2)=[CH:5][CH:4]=[N:3]1.C1C(=O)N([Br:26])C(=O)C1. (2) Given the product [CH:32]([C:31]1[C:27]([O:26][CH2:2][C:3]2[CH:23]=[CH:22][C:6]([O:7][CH2:8][C:9]3[N:10]=[C:11](/[CH:15]=[CH:16]/[C:17]([O:19][CH2:20][CH3:21])=[O:18])[O:12][C:13]=3[CH3:14])=[C:5]([O:24][CH3:25])[CH:4]=2)=[N:28][N:29]([C:34]2[CH:39]=[CH:38][CH:37]=[CH:36][CH:35]=2)[CH:30]=1)=[O:33], predict the reactants needed to synthesize it. The reactants are: Cl[CH2:2][C:3]1[CH:23]=[CH:22][C:6]([O:7][CH2:8][C:9]2[N:10]=[C:11](/[CH:15]=[CH:16]/[C:17]([O:19][CH2:20][CH3:21])=[O:18])[O:12][C:13]=2[CH3:14])=[C:5]([O:24][CH3:25])[CH:4]=1.[OH:26][C:27]1[C:31]([CH:32]=[O:33])=[CH:30][N:29]([C:34]2[CH:39]=[CH:38][CH:37]=[CH:36][CH:35]=2)[N:28]=1.C(=O)([O-])[O-].[K+].[K+].CN(C)C=O. (3) Given the product [Cl:6][C:7]1[C:8]2[N:9]([C:13]([C@H:16]3[CH2:17][CH2:18][C@H:19]([CH2:22][OH:23])[CH2:20][CH2:21]3)=[N:14][CH:15]=2)[CH:10]=[CH:11][N:12]=1, predict the reactants needed to synthesize it. The reactants are: C1COCC1.[Cl:6][C:7]1[C:8]2[N:9]([C:13]([C@H:16]3[CH2:21][CH2:20][C@H:19]([C:22](OC)=[O:23])[CH2:18][CH2:17]3)=[N:14][CH:15]=2)[CH:10]=[CH:11][N:12]=1.[H-].[H-].[H-].[H-].[Li+].[Al+3].[O-]S([O-])(=O)=O.[Na+].[Na+]. (4) Given the product [CH3:1][C:2]1[N:3]=[C:4]([CH3:25])[N:5]2[C:10]=1[C:9]([NH:11][C:15]1[CH:29]=[C:28]([O:27][CH3:26])[C:34]([O:35][CH3:36])=[C:33]([O:37][CH3:38])[CH:32]=1)=[N:8][C:7]([C:16]1[CH:21]=[CH:20][C:19]([N+:22]([O-:24])=[O:23])=[CH:18][CH:17]=1)=[N:6]2, predict the reactants needed to synthesize it. The reactants are: [CH3:1][C:2]1[N:3]=[C:4]([CH3:25])[N:5]2[C:10]=1[C:9]([N:11]1[CH:15]=NC=N1)=[N:8][C:7]([C:16]1[CH:21]=[CH:20][C:19]([N+:22]([O-:24])=[O:23])=[CH:18][CH:17]=1)=[N:6]2.[CH3:26][O:27][C:28]1[CH:29]=C([CH:32]=[C:33]([O:37][CH3:38])[C:34]=1[O:35][CH3:36])N.C(=O)([O-])[O-].[K+].[K+].